Dataset: Forward reaction prediction with 1.9M reactions from USPTO patents (1976-2016). Task: Predict the product of the given reaction. (1) Given the reactants Br[C:2]1[CH:3]=[CH:4][C:5]2[CH:9]=[C:8]([CH2:10][OH:11])[S:7][C:6]=2[CH:12]=1.O.[CH:14]1([B-](F)(F)F)[CH2:16][CH2:15]1.[K+].C(=O)([O-])[O-].[K+].[K+], predict the reaction product. The product is: [CH:14]1([C:2]2[CH:3]=[CH:4][C:5]3[CH:9]=[C:8]([CH2:10][OH:11])[S:7][C:6]=3[CH:12]=2)[CH2:16][CH2:15]1. (2) Given the reactants [C:1]([C:3]1[CH:4]=[C:5]2[C:10](=[CH:11][CH:12]=1)[NH:9][CH2:8][C@@H:7]([NH:13]C(=O)[C@@H](O)C1C=CC=CC=1)[CH2:6]2)#[N:2].S(=O)(=O)(O)O, predict the reaction product. The product is: [NH2:13][C@H:7]1[CH2:6][C:5]2[C:10](=[CH:11][CH:12]=[C:3]([C:1]#[N:2])[CH:4]=2)[NH:9][CH2:8]1.